This data is from Forward reaction prediction with 1.9M reactions from USPTO patents (1976-2016). The task is: Predict the product of the given reaction. (1) Given the reactants Cl.[CH3:2][O:3][C:4]1[CH:5]=[C:6]([C:12]2[C@@H:21]3[C@@H:16]([CH2:17][CH2:18][CH2:19][CH2:20]3)[C:15](=[O:22])[N:14]([CH:23]3[CH2:28][CH2:27][NH:26][CH2:25][CH2:24]3)[N:13]=2)[CH:7]=[CH:8][C:9]=1[O:10][CH3:11].[C:29]([O:33][C:34]([NH:36][CH2:37][C:38](O)=[O:39])=[O:35])([CH3:32])([CH3:31])[CH3:30].CN(C(ON1N=NC2C=CC=CC1=2)=[N+](C)C)C.F[P-](F)(F)(F)(F)F.CCN(C(C)C)C(C)C.C(=O)(O)[O-].[Na+], predict the reaction product. The product is: [CH3:2][O:3][C:4]1[CH:5]=[C:6]([C:12]2[C@@H:21]3[C@@H:16]([CH2:17][CH2:18][CH2:19][CH2:20]3)[C:15](=[O:22])[N:14]([CH:23]3[CH2:24][CH2:25][N:26]([C:38](=[O:39])[CH2:37][NH:36][C:34](=[O:35])[O:33][C:29]([CH3:30])([CH3:31])[CH3:32])[CH2:27][CH2:28]3)[N:13]=2)[CH:7]=[CH:8][C:9]=1[O:10][CH3:11]. (2) Given the reactants [CH2:1]([N:3]1[CH2:8][CH:7]=[C:6]([C:9]2[CH:14]=[CH:13][CH:12]=[C:11]([S:15]([CH3:18])(=[O:17])=[O:16])[C:10]=2[F:19])[CH2:5][CH2:4]1)[CH3:2].C(O)=O, predict the reaction product. The product is: [CH2:1]([N:3]1[CH2:4][CH2:5][CH:6]([C:9]2[CH:14]=[CH:13][CH:12]=[C:11]([S:15]([CH3:18])(=[O:17])=[O:16])[C:10]=2[F:19])[CH2:7][CH2:8]1)[CH3:2]. (3) Given the reactants Br[C:2]1[CH:22]=[CH:21][C:5]([CH2:6][C:7]2[C:8]3[CH:16]=[C:15]([C:17]([O:19][CH3:20])=[O:18])[CH:14]=[CH:13][C:9]=3[O:10][C:11]=2[CH3:12])=[C:4]([Cl:23])[CH:3]=1.[C:24]1(OB(O)O)[CH:29]=[CH:28][CH:27]=[CH:26][CH:25]=1.C(=O)([O-])[O-].[Na+].[Na+].O, predict the reaction product. The product is: [Cl:23][C:4]1[CH:3]=[C:2]([C:24]2[CH:29]=[CH:28][CH:27]=[CH:26][CH:25]=2)[CH:22]=[CH:21][C:5]=1[CH2:6][C:7]1[C:8]2[CH:16]=[C:15]([C:17]([O:19][CH3:20])=[O:18])[CH:14]=[CH:13][C:9]=2[O:10][C:11]=1[CH3:12]. (4) Given the reactants [OH:1][C:2]1[CH:7]=[C:6]([OH:8])[CH:5]=[CH:4][C:3]=1[C:9](=O)C.Cl.[NH2:13][OH:14].[OH-].[Na+].Cl, predict the reaction product. The product is: [OH:14][N:13]=[CH:9][C:3]1[CH:4]=[CH:5][C:6]([OH:8])=[CH:7][C:2]=1[OH:1]. (5) Given the reactants [NH2:1][C:2]1[N:6]([CH3:7])[NH:5][C:4](=[O:8])[C:3]=1[C:9]1[CH:14]=[CH:13][CH:12]=[CH:11][CH:10]=1.[C:15]([O-])([O-])=O.[K+].[K+].IC, predict the reaction product. The product is: [CH3:15][O:8][C:4]1[C:3]([C:9]2[CH:10]=[CH:11][CH:12]=[CH:13][CH:14]=2)=[C:2]([NH2:1])[N:6]([CH3:7])[N:5]=1. (6) Given the reactants [N:1]([CH2:4][C@@H:5]1[O:10][CH2:9][C@@H:8]([N:11]2[C:15]3=[C:16]4[S:22][CH:21]=[CH:20][C:17]4=[N:18][CH:19]=[C:14]3[N:13]=[C:12]2[C@H:23]([OH:25])[CH3:24])[CH2:7][CH2:6]1)=[N+]=[N-], predict the reaction product. The product is: [NH2:1][CH2:4][C@@H:5]1[O:10][CH2:9][C@@H:8]([N:11]2[C:15]3=[C:16]4[S:22][CH:21]=[CH:20][C:17]4=[N:18][CH:19]=[C:14]3[N:13]=[C:12]2[C@H:23]([OH:25])[CH3:24])[CH2:7][CH2:6]1. (7) Given the reactants [C:1]1([C:21]2[CH:26]=[CH:25][CH:24]=[CH:23][CH:22]=2)[CH:6]=[CH:5][C:4]([CH2:7][CH2:8][C:9]([NH:11][C:12]2[C:13]([C:17]([O:19]C)=[O:18])=[CH:14][S:15][CH:16]=2)=[O:10])=[CH:3][CH:2]=1.[OH-].[Na+], predict the reaction product. The product is: [C:1]1([C:21]2[CH:26]=[CH:25][CH:24]=[CH:23][CH:22]=2)[CH:2]=[CH:3][C:4]([CH2:7][CH2:8][C:9]([NH:11][C:12]2[C:13]([C:17]([OH:19])=[O:18])=[CH:14][S:15][CH:16]=2)=[O:10])=[CH:5][CH:6]=1.